This data is from Forward reaction prediction with 1.9M reactions from USPTO patents (1976-2016). The task is: Predict the product of the given reaction. (1) Given the reactants [Cl:1][C:2]1[C:10]([O:11][CH3:12])=[CH:9][CH:8]=[C:7]2[C:3]=1[CH2:4][C:5]([CH2:19][CH2:20][F:21])(C(OCC)=O)[C:6]2=[O:13].[OH-].[Na+].Cl, predict the reaction product. The product is: [Cl:1][C:2]1[C:10]([O:11][CH3:12])=[CH:9][CH:8]=[C:7]2[C:3]=1[CH2:4][CH:5]([CH2:19][CH2:20][F:21])[C:6]2=[O:13]. (2) Given the reactants [Cl:1][C:2]1[CH:24]=[C:23]([C:25]2[CH2:30][CH2:29][C:28](=[O:31])[NH:27][N:26]=2)[CH:22]=[CH:21][C:3]=1[O:4][CH2:5][C:6]([NH:8][CH2:9][C:10]1[CH:15]=[CH:14][C:13]([O:16][CH2:17][CH:18]2[CH2:20][O:19]2)=[CH:12][CH:11]=1)=[O:7].ClC1C=C(C2CCC(=O)NN=2)C=CC=1OCC(NCC1C=CC(OCC(O)CNC(C)C)=CC=1)=O.[C:67]([NH2:71])([CH3:70])([CH3:69])[CH3:68], predict the reaction product. The product is: [C:67]([NH:71][CH2:20][CH:18]([OH:19])[CH2:17][O:16][C:13]1[CH:12]=[CH:11][C:10]([CH2:9][NH:8][C:6](=[O:7])[CH2:5][O:4][C:3]2[CH:21]=[CH:22][C:23]([C:25]3[CH2:30][CH2:29][C:28](=[O:31])[NH:27][N:26]=3)=[CH:24][C:2]=2[Cl:1])=[CH:15][CH:14]=1)([CH3:70])([CH3:69])[CH3:68]. (3) Given the reactants N[C:2]1[CH:7]=[C:6]([C:8]#[N:9])[CH:5]=[CH:4][C:3]=1[C@@H:10]1[C:15]([C:16]#[N:17])=[C:14]([CH3:18])[N:13]([C:19]2[CH:24]=[CH:23][CH:22]=[C:21]([C:25]([F:28])([F:27])[F:26])[CH:20]=2)[C:12](=[O:29])[N:11]1[CH3:30].[ClH:31].O.[N+]([O-])([O-])=O.[Na+].[S:38](=[O:40])=[O:39], predict the reaction product. The product is: [C:8]([C:6]1[CH:5]=[CH:4][C:3]([C@@H:10]2[C:15]([C:16]#[N:17])=[C:14]([CH3:18])[N:13]([C:19]3[CH:24]=[CH:23][CH:22]=[C:21]([C:25]([F:26])([F:27])[F:28])[CH:20]=3)[C:12](=[O:29])[N:11]2[CH3:30])=[C:2]([S:38]([Cl:31])(=[O:40])=[O:39])[CH:7]=1)#[N:9]. (4) Given the reactants [S:1]1[C:5]2[CH:6]=[CH:7][CH:8]=[CH:9][C:4]=2[N:3]=[C:2]1[N:10]1[C:14](=[O:15])[C:13](=[CH:16][N:17](C)C)[C:12]([C:20]2[CH:25]=[CH:24][CH:23]=[C:22]([Br:26])[CH:21]=2)=[N:11]1, predict the reaction product. The product is: [NH2:17][CH:16]=[C:13]1[C:12]([C:20]2[CH:25]=[CH:24][CH:23]=[C:22]([Br:26])[CH:21]=2)=[N:11][N:10]([C:2]2[S:1][C:5]3[CH:6]=[CH:7][CH:8]=[CH:9][C:4]=3[N:3]=2)[C:14]1=[O:15]. (5) Given the reactants [CH:1]([C:3]1(O)[CH2:7][CH2:6][CH2:5][CH2:4]1)=[CH2:2].C[O:10][C:11]([CH3:13])=[CH2:12].P(=O)(O)(O)O.C(N(CC)CC)C, predict the reaction product. The product is: [C:3]1(=[CH:1][CH2:2][CH2:12][C:11](=[O:10])[CH3:13])[CH2:7][CH2:6][CH2:5][CH2:4]1. (6) Given the reactants C([N:8](CC1C=CC=CC=1)[C@@H:9]([CH2:13][C:14]1[CH:19]=[CH:18][C:17]([C:20]([F:23])([F:22])[F:21])=[CH:16][CH:15]=1)[C@@H:10]([OH:12])[CH3:11])C1C=CC=CC=1.CC1C=C2N=C3C(=NC(NC3=O)=O)N(C[C@H](O)[C@H](O)[C@H](O)CO)C2=CC=1C.[H][H].[C:71]([O:70][C:68](O[C:68]([O:70][C:71]([CH3:74])([CH3:73])[CH3:72])=[O:69])=[O:69])([CH3:74])([CH3:73])[CH3:72], predict the reaction product. The product is: [OH:12][C@@H:10]([CH3:11])[C@@H:9]([NH:8][C:68](=[O:69])[O:70][C:71]([CH3:72])([CH3:73])[CH3:74])[CH2:13][C:14]1[CH:15]=[CH:16][C:17]([C:20]([F:21])([F:22])[F:23])=[CH:18][CH:19]=1.